This data is from Forward reaction prediction with 1.9M reactions from USPTO patents (1976-2016). The task is: Predict the product of the given reaction. Given the reactants [NH2:1][C:2]1[CH:3]=[CH:4][C:5]([F:20])=[C:6]([C@:8]2([CH3:19])[CH2:13][C@@H:12]([C:14]([F:17])([F:16])[F:15])[O:11][C:10]([NH2:18])=[N:9]2)[CH:7]=1.[CH2:21]([O:25][C:26]1[N:27]=[CH:28][C:29]([C:32](O)=[O:33])=[N:30][CH:31]=1)[C:22]#[C:23][CH3:24], predict the reaction product. The product is: [NH2:18][C:10]1[O:11][C@H:12]([C:14]([F:16])([F:17])[F:15])[CH2:13][C@:8]([C:6]2[CH:7]=[C:2]([NH:1][C:32]([C:29]3[CH:28]=[N:27][C:26]([O:25][CH2:21][C:22]#[C:23][CH3:24])=[CH:31][N:30]=3)=[O:33])[CH:3]=[CH:4][C:5]=2[F:20])([CH3:19])[N:9]=1.